Dataset: Catalyst prediction with 721,799 reactions and 888 catalyst types from USPTO. Task: Predict which catalyst facilitates the given reaction. (1) Reactant: C(OC([N:8]1[CH2:13][CH2:12][CH:11]([CH2:14][N:15]2[C:23]3[C:18](=[CH:19][CH:20]=[CH:21][CH:22]=3)[C:17]([S:24]([C:27]3[CH:32]=[CH:31][CH:30]=[CH:29][CH:28]=3)(=[O:26])=[O:25])=[CH:16]2)[CH2:10][CH2:9]1)=O)(C)(C)C.[ClH:33]. Product: [ClH:33].[C:27]1([S:24]([C:17]2[C:18]3[C:23](=[CH:22][CH:21]=[CH:20][CH:19]=3)[N:15]([CH2:14][CH:11]3[CH2:12][CH2:13][NH:8][CH2:9][CH2:10]3)[CH:16]=2)(=[O:25])=[O:26])[CH:28]=[CH:29][CH:30]=[CH:31][CH:32]=1. The catalyst class is: 12. (2) Reactant: C(O[BH-](OC(=O)C)OC(=O)C)(=O)C.[Na+].[CH:15]1([O:20][C:21]2[CH:22]=[C:23]([CH:26]=[CH:27][C:28]=2[O:29][CH3:30])[CH:24]=O)[CH2:19][CH2:18][CH2:17][CH2:16]1.[Br:31][C:32]1[CH:33]=[C:34]([NH2:38])[CH:35]=[N:36][CH:37]=1.C(O)(=O)C. Product: [Br:31][C:32]1[CH:33]=[C:34]([NH:38][CH2:24][C:23]2[CH:26]=[CH:27][C:28]([O:29][CH3:30])=[C:21]([O:20][CH:15]3[CH2:19][CH2:18][CH2:17][CH2:16]3)[CH:22]=2)[CH:35]=[N:36][CH:37]=1. The catalyst class is: 26. (3) Reactant: [CH2:1]([O:8][C:9]1[CH:10]=[C:11]([CH:15]=[CH:16][C:17]=1[N+:18]([O-:20])=[O:19])[CH2:12]CN)[C:2]1[CH:7]=[CH:6][CH:5]=[CH:4][CH:3]=1.[CH2:21]([N:23](CC)CC)C.[C:28]1([S:34](Cl)(=[O:36])=[O:35])[CH:33]=[CH:32][CH:31]=[CH:30][CH:29]=1. Product: [CH2:1]([O:8][C:9]1[CH:10]=[C:11]([CH:15]=[CH:16][C:17]=1[N+:18]([O-:20])=[O:19])[CH2:12][N:23]([CH3:21])[S:34]([C:28]1[CH:33]=[CH:32][CH:31]=[CH:30][CH:29]=1)(=[O:36])=[O:35])[C:2]1[CH:3]=[CH:4][CH:5]=[CH:6][CH:7]=1. The catalyst class is: 2. (4) Reactant: [NH:1]1[CH2:6][CH2:5][CH:4]([CH:7]([OH:9])[CH3:8])[CH2:3][CH2:2]1.[O:10](C(OC(C)(C)C)=O)[C:11]([O:13][C:14]([CH3:17])([CH3:16])[CH3:15])=O.CCN(CC)CC. Product: [OH:9][CH:7]([CH:4]1[CH2:5][CH2:6][N:1]([C:11]([O:13][C:14]([CH3:17])([CH3:16])[CH3:15])=[O:10])[CH2:2][CH2:3]1)[CH3:8]. The catalyst class is: 26. (5) Reactant: [CH3:1][O:2][C:3](=[O:20])[CH2:4][C:5]1[C:9]2[C:10]([C:16]([F:19])([F:18])[F:17])=[CH:11][C:12]([O:14]C)=[CH:13][C:8]=2[S:7][CH:6]=1.CC(O)=O.Br. Product: [CH3:1][O:2][C:3](=[O:20])[CH2:4][C:5]1[C:9]2[C:10]([C:16]([F:19])([F:17])[F:18])=[CH:11][C:12]([OH:14])=[CH:13][C:8]=2[S:7][CH:6]=1. The catalyst class is: 170. (6) Reactant: [O:1]1[C:6]2[CH:7]=[CH:8][C:9]([CH2:11][N:12]3[CH2:17][CH2:16][CH:15]([NH:18][CH2:19][CH2:20][N:21]4[C:30]5[C:25](=[CH:26][CH:27]=[C:28]([O:31][CH3:32])[CH:29]=5)[C:24]([C:33]([O:35][CH3:36])=[O:34])=[CH:23][C:22]4=[O:37])[CH2:14][CH2:13]3)=[CH:10][C:5]=2[O:4][CH2:3][CH2:2]1.[ClH:38].C(OCC)(=O)C. Product: [ClH:38].[O:1]1[C:6]2[CH:7]=[CH:8][C:9]([CH2:11][N:12]3[CH2:13][CH2:14][CH:15]([NH:18][CH2:19][CH2:20][N:21]4[C:30]5[C:25](=[CH:26][CH:27]=[C:28]([O:31][CH3:32])[CH:29]=5)[C:24]([C:33]([O:35][CH3:36])=[O:34])=[CH:23][C:22]4=[O:37])[CH2:16][CH2:17]3)=[CH:10][C:5]=2[O:4][CH2:3][CH2:2]1. The catalyst class is: 13. (7) Reactant: CC1(C)O[C@H](CON)CO1.FC1C(NC2C=CC(I)=CC=2F)=C(C=CC=1F)C(O)=O.[OH:31][C@H:32]([CH2:55][OH:56])[CH2:33][O:34][NH:35][C:36](=[O:54])[C:37]1[CH:42]=[CH:41][C:40]([F:43])=[C:39]([F:44])[C:38]=1[NH:45][C:46]1[CH:51]=[CH:50][C:49]([I:52])=[CH:48][C:47]=1[F:53]. The catalyst class is: 5. Product: [OH:31][C@@H:32]([CH2:55][OH:56])[CH2:33][O:34][NH:35][C:36](=[O:54])[C:37]1[CH:42]=[CH:41][C:40]([F:43])=[C:39]([F:44])[C:38]=1[NH:45][C:46]1[CH:51]=[CH:50][C:49]([I:52])=[CH:48][C:47]=1[F:53]. (8) Reactant: C([O:4][CH:5](OC(C)C)[C:6]([CH3:26])([CH3:25])[C:7](=[O:24])[CH2:8][C@@H:9]([O:15][C:16]([O:18][CH2:19][C:20]([Cl:23])([Cl:22])[Cl:21])=[O:17])[C@@H:10]([CH3:14])[CH2:11][CH:12]=[CH2:13])(C)C.O.C1(C)C=CC(S(O)(=O)=O)=CC=1.C([O-])(O)=O.[Na+]. Product: [O:24]=[C:7]([CH2:8][C@@H:9]([O:15][C:16]([O:18][CH2:19][C:20]([Cl:21])([Cl:22])[Cl:23])=[O:17])[C@@H:10]([CH3:14])[CH2:11][CH:12]=[CH2:13])[C:6]([CH3:26])([CH3:25])[CH:5]=[O:4]. The catalyst class is: 20. (9) Reactant: B.C1COCC1.[Cl:7][C:8]1[S:12][CH:11]=[C:10]([C:13]#[N:14])[CH:9]=1.Cl.O.CO. Product: [ClH:7].[Cl:7][C:8]1[S:12][CH:11]=[C:10]([CH2:13][NH2:14])[CH:9]=1. The catalyst class is: 1.